From a dataset of Peptide-MHC class I binding affinity with 185,985 pairs from IEDB/IMGT. Regression. Given a peptide amino acid sequence and an MHC pseudo amino acid sequence, predict their binding affinity value. This is MHC class I binding data. The peptide sequence is SMRDQRKGR. The MHC is HLA-A03:01 with pseudo-sequence HLA-A03:01. The binding affinity (normalized) is 0.191.